This data is from hERG Central: cardiac toxicity at 1µM, 10µM, and general inhibition. The task is: Predict hERG channel inhibition at various concentrations. The drug is COc1ccc(C(=O)CSc2nnc(CN3CCCCC3)n2-c2ccc(F)cc2)cc1. Results: hERG_inhib (hERG inhibition (general)): blocker.